Dataset: Reaction yield outcomes from USPTO patents with 853,638 reactions. Task: Predict the reaction yield, written as a fraction of the theoretical maximum amount of product (1.0 means a 100% yield; for example, 0.34 means a 34% yield). (1) The reactants are [N+:1]([C:4]1[C:12]2[S:11][C:10]([NH2:13])=[N:9][C:8]=2[CH:7]=[CH:6][CH:5]=1)([O-:3])=[O:2].Br[CH:15]([CH2:20][CH3:21])[C:16]([O:18]C)=[O:17].[CH3:22][C:23]1[CH:32]=[CH:31][C:26]2N=C(N)S[C:25]=2[CH:24]=1.BrC(CC)[C:35](OCC)=[O:36]. No catalyst specified. The product is [CH3:22][C:23]1[CH:32]=[CH:31][C:26]([C:35]([N:13]=[C:10]2[N:9]([CH:15]([CH2:20][CH3:21])[C:16]([OH:18])=[O:17])[C:8]3[CH:7]=[CH:6][CH:5]=[C:4]([N+:1]([O-:3])=[O:2])[C:12]=3[S:11]2)=[O:36])=[CH:25][CH:24]=1. The yield is 0.770. (2) The reactants are [CH3:1][CH2:2][C@H:3]1[O:18][C:16](=[O:17])[C@H:15]([CH3:19])[C@@H:14]([O:20][C@@H:21]2[O:26][C@@H:25]([CH3:27])[C@H:24]([OH:28])[C@@:23]([O:30][CH3:31])([CH3:29])[CH2:22]2)[C@H:13]([CH3:32])[C@@H:12]([O:33][C@@H:34]2[O:39][C@H:38]([CH3:40])[CH2:37][C@H:36]([N:41](C)[CH3:42])[C@H:35]2[OH:44])[C@@:11]([OH:46])([CH3:45])[CH2:10][C@@H:9]([CH3:47])[CH2:8][N:7]([CH3:48])[C@H:6]([CH3:49])[C@@H:5]([OH:50])[C@@:4]1([OH:52])[CH3:51].C([O-])(=O)C.[Na+].II.[OH-].[Na+].[NH4+].[OH-]. The catalyst is CO.O. The product is [CH3:1][CH2:2][C@H:3]1[O:18][C:16](=[O:17])[C@H:15]([CH3:19])[C@@H:14]([O:20][C@@H:21]2[O:26][C@@H:25]([CH3:27])[C@H:24]([OH:28])[C@@:23]([O:30][CH3:31])([CH3:29])[CH2:22]2)[C@H:13]([CH3:32])[C@@H:12]([O:33][C@@H:34]2[O:39][C@H:38]([CH3:40])[CH2:37][C@H:36]([NH:41][CH3:42])[C@H:35]2[OH:44])[C@@:11]([OH:46])([CH3:45])[CH2:10][C@@H:9]([CH3:47])[CH2:8][N:7]([CH3:48])[C@H:6]([CH3:49])[C@@H:5]([OH:50])[C@@:4]1([OH:52])[CH3:51]. The yield is 0.550. (3) The reactants are [CH3:1][C:2]([CH3:23])([CH2:20][CH2:21][CH3:22])[CH2:3][CH2:4][C:5]([N:7]1[CH:11]([CH3:12])[CH:10]([C:13]2[CH:18]=[CH:17][CH:16]=[CH:15][CH:14]=2)[O:9][C:8]1=[O:19])=[O:6].C[Si]([N-][Si](C)(C)C)(C)C.[Na+].[C:34]([O:38][C:39](=[O:42])[CH2:40]Br)([CH3:37])([CH3:36])[CH3:35]. No catalyst specified. The product is [C:34]([O:38][C:39](=[O:42])[CH2:40][C@@H:4]([C:5]([N:7]1[C@@H:11]([CH3:12])[C@@H:10]([C:13]2[CH:14]=[CH:15][CH:16]=[CH:17][CH:18]=2)[O:9][C:8]1=[O:19])=[O:6])[CH2:3][C:2]([CH3:1])([CH3:23])[CH2:20][CH2:21][CH3:22])([CH3:37])([CH3:36])[CH3:35]. The yield is 0.493.